From a dataset of Reaction yield outcomes from USPTO patents with 853,638 reactions. Predict the reaction yield, written as a fraction of the theoretical maximum amount of product (1.0 means a 100% yield; for example, 0.34 means a 34% yield). (1) The yield is 0.660. The catalyst is Cl[Pd](Cl)([P](C1C=CC=CC=1)(C1C=CC=CC=1)C1C=CC=CC=1)[P](C1C=CC=CC=1)(C1C=CC=CC=1)C1C=CC=CC=1.O. The product is [Cl:12][C:8]1[N:7]=[C:6]([N:13]2[CH2:18][CH2:17][O:16][CH2:15][CH2:14]2)[C:5]2[C:10](=[CH:11][C:2]([C:28]3[CH:27]=[CH:26][CH:25]=[C:24]([S:21]([CH3:20])(=[O:23])=[O:22])[CH:29]=3)=[C:3]([F:19])[CH:4]=2)[N:9]=1. The reactants are Br[C:2]1[CH:11]=[C:10]2[C:5]([C:6]([N:13]3[CH2:18][CH2:17][O:16][CH2:15][CH2:14]3)=[N:7][C:8]([Cl:12])=[N:9]2)=[CH:4][C:3]=1[F:19].[CH3:20][S:21]([C:24]1[CH:25]=[C:26](B(O)O)[CH:27]=[CH:28][CH:29]=1)(=[O:23])=[O:22].C(=O)([O-])[O-].[Na+].[Na+].CN(C=O)C. (2) The reactants are [F:1][C:2]1[CH:7]=[CH:6][C:5]([C:8]2[N:9]=[C:10]([C:13]([CH3:17])([CH3:16])[CH2:14][NH2:15])[S:11][CH:12]=2)=[CH:4][CH:3]=1.[F:18][C:19]1[CH:20]=[C:21]([CH:25]=[C:26]([C:28]2[N:32]=[C:31]([C:33]([F:36])([F:35])[F:34])[O:30][N:29]=2)[CH:27]=1)[C:22](O)=[O:23]. No catalyst specified. The product is [F:18][C:19]1[CH:20]=[C:21]([CH:25]=[C:26]([C:28]2[N:32]=[C:31]([C:33]([F:35])([F:34])[F:36])[O:30][N:29]=2)[CH:27]=1)[C:22]([NH:15][CH2:14][C:13]([C:10]1[S:11][CH:12]=[C:8]([C:5]2[CH:4]=[CH:3][C:2]([F:1])=[CH:7][CH:6]=2)[N:9]=1)([CH3:17])[CH3:16])=[O:23]. The yield is 0.320. (3) The reactants are CS(C)=O.[CH:5]1([CH:11]([OH:20])[CH:12]([C:14]2[CH:19]=[CH:18][CH:17]=[CH:16][CH:15]=2)[CH3:13])[CH2:10][CH2:9][CH2:8][CH2:7][CH2:6]1.O=P12OP3(OP(OP(O3)(O1)=O)(=O)O2)=O.CCN(CC)CC. The catalyst is C(Cl)Cl. The product is [C:14]1([CH:12]([C:11]([CH:5]2[CH2:10][CH2:9][CH2:8][CH2:7][CH2:6]2)=[O:20])[CH3:13])[CH:19]=[CH:18][CH:17]=[CH:16][CH:15]=1. The yield is 0.854. (4) The reactants are [CH:1]([C:4]1[CH:13]=[C:12]([O:14][CH3:15])[C:11]([N+:16]([O-:18])=[O:17])=[CH:10][C:5]=1[O:6][CH2:7][C:8]#[N:9])([CH3:3])[CH3:2].CC(O[CH:24]([N:28]([CH3:30])C)[N:25](C)C)(C)C.Cl.[NH2:32]C1C=CC=CC=1.C(=O)(O)O.NC(N)=N. The catalyst is CCO.CN1C(=O)CCC1. The product is [CH:1]([C:4]1[CH:13]=[C:12]([O:14][CH3:15])[C:11]([N+:16]([O-:18])=[O:17])=[CH:10][C:5]=1[O:6][C:7]1[C:24]([NH2:25])=[N:28][C:30]([NH2:32])=[N:9][CH:8]=1)([CH3:3])[CH3:2]. The yield is 0.630.